This data is from Forward reaction prediction with 1.9M reactions from USPTO patents (1976-2016). The task is: Predict the product of the given reaction. (1) Given the reactants Br[C:2]1[CH:31]=[CH:30][C:5]([CH2:6][C:7]2[C:8]([NH:15][C@@H:16]([CH2:27][CH2:28][CH3:29])[CH2:17][CH2:18][O:19][Si](C(C)(C)C)(C)C)=[N:9][C:10]([NH2:14])=[N:11][C:12]=2[CH3:13])=[C:4]([O:32][CH3:33])[CH:3]=1.[O:34]=[C:35]1[NH:40][CH2:39][CH2:38][N:37]([C:41]([O:43][C:44]([CH3:47])([CH3:46])[CH3:45])=[O:42])[CH2:36]1, predict the reaction product. The product is: [NH2:14][C:10]1[N:9]=[C:8]([NH:15][C@@H:16]([CH2:27][CH2:28][CH3:29])[CH2:17][CH2:18][OH:19])[C:7]([CH2:6][C:5]2[CH:30]=[CH:31][C:2]([N:40]3[CH2:39][CH2:38][N:37]([C:41]([O:43][C:44]([CH3:46])([CH3:45])[CH3:47])=[O:42])[CH2:36][C:35]3=[O:34])=[CH:3][C:4]=2[O:32][CH3:33])=[C:12]([CH3:13])[N:11]=1. (2) Given the reactants [C:1]([O:5][C:6]([NH:8][CH:9]([CH2:13][CH:14]1[CH2:19][CH2:18][O:17][CH2:16][CH2:15]1)[C:10]([OH:12])=O)=[O:7])([CH3:4])([CH3:3])[CH3:2].Cl.[OH:21][C@@H:22]([CH2:52]O)[CH2:23][N:24]1[CH:28]=[CH:27][C:26]([NH:29]C(=O)[C@@H](N2CC(OC3C=CC=C(Cl)C=3Cl)=CC2=O)CC(C)C)=[N:25]1.[CH:54](N(CC)C(C)C)(C)C.F[P-](F)(F)(F)(F)F.N1(O[P+](N(C)C)(N(C)C)N(C)C)C2C=CC=CC=2N=N1, predict the reaction product. The product is: [C:1]([O:5][C:6](=[O:7])[NH:8][CH:9]([C:10](=[O:12])[NH:29][C:26]1[CH:27]=[CH:28][N:24]([CH2:23][C:22]([OH:21])([CH3:52])[CH3:54])[N:25]=1)[CH2:13][CH:14]1[CH2:19][CH2:18][O:17][CH2:16][CH2:15]1)([CH3:2])([CH3:3])[CH3:4]. (3) Given the reactants [N+:1]([CH2:4][CH2:5][C:6]1[C:14]2[C:13]([C:15]([O:17]C)=O)=[CH:12][CH:11]=[CH:10][C:9]=2[NH:8][CH:7]=1)([O-])=O.N1[C:27]2[CH:26]=[CH:25][CH:24]=[C:23](C(OC)=O)[C:22]=2C=C1.[N+](C=CC1C=CC=CC=1)([O-])=O, predict the reaction product. The product is: [C:22]1([CH:5]2[C:6]3=[CH:7][NH:8][C:9]4[CH:10]=[CH:11][CH:12]=[C:13]([C:14]=43)[C:15](=[O:17])[NH:1][CH2:4]2)[CH:23]=[CH:24][CH:25]=[CH:26][CH:27]=1. (4) Given the reactants CC1(C)S[C@@H]2[C@H](NC([C@H](N)C3C=CC=CC=3)=O)C(=O)N2[C@H]1C(O)=O.CC(S[C@@H]1O[C@H](CO)[C@H](O)[C@H](O)[C@H]1O)C.C([NH:43][CH:44]([C:55]([OH:57])=[O:56])[CH2:45][C:46]1[C:54]2[C:49](=[CH:50][CH:51]=[CH:52][CH:53]=2)[NH:48][CH:47]=1)(=O)C.[C:58]([NH:61][C@H:62]([C:73]([OH:75])=[O:74])[CH2:63][C:64]1[C:72]2[C:67](=[CH:68][CH:69]=[CH:70][CH:71]=2)[NH:66][CH:65]=1)(=[O:60])[CH3:59], predict the reaction product. The product is: [NH2:43][C@@H:44]([C:55]([OH:57])=[O:56])[CH2:45][C:46]1[C:54]2[C:49](=[CH:50][CH:51]=[CH:52][CH:53]=2)[NH:48][CH:47]=1.[C:58]([NH:61][C@@H:62]([C:73]([OH:75])=[O:74])[CH2:63][C:64]1[C:72]2[C:67](=[CH:68][CH:69]=[CH:70][CH:71]=2)[NH:66][CH:65]=1)(=[O:60])[CH3:59]. (5) Given the reactants [NH2:1][C:2]1[CH:20]=[CH:19][C:5]2[N:6]=[C:7]([NH:10][C:11]3[C:16]([Cl:17])=[CH:15][CH:14]=[CH:13][C:12]=3[Cl:18])[N:8]([CH3:9])[C:4]=2[C:3]=1[C:21]([NH2:23])=[O:22].[C:24]1(C)[CH:29]=CC(S(O)(=O)=O)=C[CH:25]=1.CC(C)=O.C(=O)(O)[O-].[Na+], predict the reaction product. The product is: [Cl:18][C:12]1[CH:13]=[CH:14][CH:15]=[C:16]([Cl:17])[C:11]=1[NH:10][C:7]1[N:8]([CH3:9])[C:4]2=[C:3]3[C:2](=[CH:20][CH:19]=[C:5]2[N:6]=1)[NH:1][C:24]([CH3:29])([CH3:25])[NH:23][C:21]3=[O:22]. (6) The product is: [CH2:1]([N:8]1[CH:9]2[CH2:16][CH2:15][CH:14]1[CH:13]1[N:17]([CH3:18])[CH:10]2[CH2:11][CH2:12]1)[C:2]1[CH:3]=[CH:4][CH:5]=[CH:6][CH:7]=1. Given the reactants [CH2:1]([N:8]1[CH:14]2[CH2:15][CH2:16][CH:9]1[CH:10]1[NH:17][CH:13]2[CH2:12][CH2:11]1)[C:2]1[CH:7]=[CH:6][CH:5]=[CH:4][CH:3]=1.[CH3:18]I, predict the reaction product.